Dataset: Reaction yield outcomes from USPTO patents with 853,638 reactions. Task: Predict the reaction yield, written as a fraction of the theoretical maximum amount of product (1.0 means a 100% yield; for example, 0.34 means a 34% yield). The reactants are [CH3:1][O:2][C:3]([C:5]1[C:10](Cl)=[C:9]([NH:12][C:13](=[O:15])[CH3:14])[CH:8]=[C:7]([C:16]2[CH:21]=[CH:20][C:19]([Cl:22])=[C:18]([O:23][CH3:24])[C:17]=2[F:25])[N:6]=1)=[O:4].[CH3:26][Sn](C)(C)C. The catalyst is C(#N)C.Cl[Pd](Cl)([P](C1C=CC=CC=1)(C1C=CC=CC=1)C1C=CC=CC=1)[P](C1C=CC=CC=1)(C1C=CC=CC=1)C1C=CC=CC=1. The product is [CH3:1][O:2][C:3]([C:5]1[C:10]([CH3:26])=[C:9]([NH:12][C:13](=[O:15])[CH3:14])[CH:8]=[C:7]([C:16]2[CH:21]=[CH:20][C:19]([Cl:22])=[C:18]([O:23][CH3:24])[C:17]=2[F:25])[N:6]=1)=[O:4]. The yield is 0.880.